Dataset: Reaction yield outcomes from USPTO patents with 853,638 reactions. Task: Predict the reaction yield, written as a fraction of the theoretical maximum amount of product (1.0 means a 100% yield; for example, 0.34 means a 34% yield). (1) The reactants are [CH2:1]([CH:3]([N:6]1[CH2:11][CH2:10][NH:9][CH2:8][CH2:7]1)[CH2:4][CH3:5])[CH3:2].[Cl:12][C:13]([O:15][C:16]1[C:25]2[C:20](=[CH:21][CH:22]=[CH:23][CH:24]=2)[CH:19]=[CH:18][CH:17]=1)=[O:14]. The catalyst is C(Cl)Cl. The product is [ClH:12].[C:16]1([O:15][C:13]([N:9]2[CH2:10][CH2:11][N:6]([CH:3]([CH2:4][CH3:5])[CH2:1][CH3:2])[CH2:7][CH2:8]2)=[O:14])[C:25]2[C:20](=[CH:21][CH:22]=[CH:23][CH:24]=2)[CH:19]=[CH:18][CH:17]=1. The yield is 0.850. (2) The reactants are [CH3:1][O:2][C:3]1[C:8]([O:9][CH3:10])=[CH:7][C:6]([N+]([O-])=O)=[C:5]([CH:14]=[CH:15][N+:16]([O-])=O)[N:4]=1. The catalyst is [Fe].C1(C)C=CC=CC=1. The product is [CH3:1][O:2][C:3]1[N:4]=[C:5]2[CH:14]=[CH:15][NH:16][C:6]2=[CH:7][C:8]=1[O:9][CH3:10]. The yield is 0.460. (3) The product is [Cl:32][C:30]1[CH:29]=[CH:28][C:27]([S:33]([NH2:36])(=[O:35])=[O:34])=[C:26]([CH2:25][CH2:24][NH:23][C:11]2[N:10]=[C:9]([NH:8][C@@H:5]3[CH2:6][CH2:7][C@H:2]([OH:1])[C:3]([CH3:21])([CH3:22])[CH2:4]3)[C:14]([C:15]#[N:16])=[CH:13][N:12]=2)[CH:31]=1. The catalyst is C1COCC1. The yield is 0.260. The reactants are [OH:1][C@H:2]1[CH2:7][CH2:6][C@@H:5]([NH:8][C:9]2[C:14]([C:15]#[N:16])=[CH:13][N:12]=[C:11](S(C)(=O)=O)[N:10]=2)[CH2:4][C:3]1([CH3:22])[CH3:21].[NH2:23][CH2:24][CH2:25][C:26]1[CH:31]=[C:30]([Cl:32])[CH:29]=[CH:28][C:27]=1[S:33]([NH2:36])(=[O:35])=[O:34].CCN(C(C)C)C(C)C. (4) The reactants are Cl.[N:2]1[CH:3]=[CH:4][N:5]2[CH:10]=[CH:9][N:8]=[C:7]([N:11]3[CH2:15][CH2:14][C@H:13]([NH2:16])[CH2:12]3)[C:6]=12.[CH:17]([C:20]1[CH:21]=[N:22][C:23]([C:26](O)=[O:27])=[N:24][CH:25]=1)([CH3:19])[CH3:18].C(N(CC)C(C)C)C.CN(C(ON1N=NC2C=CC=NC1=2)=[N+](C)C)C.F[P-](F)(F)(F)(F)F. The catalyst is CN(C=O)C.C(OCC)(=O)C. The product is [N:2]1[CH:3]=[CH:4][N:5]2[CH:10]=[CH:9][N:8]=[C:7]([N:11]3[CH2:15][CH2:14][C@H:13]([NH:16][C:26]([C:23]4[N:22]=[CH:21][C:20]([CH:17]([CH3:19])[CH3:18])=[CH:25][N:24]=4)=[O:27])[CH2:12]3)[C:6]=12. The yield is 0.320. (5) The reactants are CCN(C(C)C)C(C)C.[S:10]1[CH:14]=[CH:13][C:12]([C:15]2[CH:23]=[CH:22][C:18]([C:19]([OH:21])=O)=[CH:17][CH:16]=2)=[CH:11]1.C1C=CC2N(O)N=NC=2C=1.CCN=C=NCCCN(C)C.FC(F)(F)C(O)=O.[NH2:52][CH2:53][C:54]([N:56]1[CH2:61][CH2:60][N:59]([C:62](=[O:73])[C:63]2[CH:68]=[CH:67][CH:66]=[CH:65][C:64]=2[C:69]([F:72])([F:71])[F:70])[CH2:58][CH2:57]1)=[O:55]. The catalyst is CN(C=O)C.O. The product is [O:55]=[C:54]([N:56]1[CH2:57][CH2:58][N:59]([C:62](=[O:73])[C:63]2[CH:68]=[CH:67][CH:66]=[CH:65][C:64]=2[C:69]([F:72])([F:71])[F:70])[CH2:60][CH2:61]1)[CH2:53][NH:52][C:19](=[O:21])[C:18]1[CH:17]=[CH:16][C:15]([C:12]2[CH:13]=[CH:14][S:10][CH:11]=2)=[CH:23][CH:22]=1. The yield is 0.469. (6) The reactants are Cl[CH:2]([C:4]1[O:5][C:6]([C:9]2[CH:14]=[CH:13][CH:12]=[C:11]([Cl:15])[CH:10]=2)=[N:7][N:8]=1)[CH3:3].[C:16]([O:23][CH3:24])(=[O:22])[CH2:17][C:18]([O:20][CH3:21])=[O:19].C1CCN2C(=NCCC2)CC1. The catalyst is C(#N)C.ClCCl. The product is [CH3:21][O:20][C:18](=[O:19])[CH:17]([CH:2]([C:4]1[O:5][C:6]([C:9]2[CH:14]=[CH:13][CH:12]=[C:11]([Cl:15])[CH:10]=2)=[N:7][N:8]=1)[CH3:3])[C:16]([O:23][CH3:24])=[O:22]. The yield is 0.743. (7) The reactants are C([O:8][C:9]1[CH:14]=[C:13]([O:15]CC2C=CC=CC=2)[C:12]([C:23]([CH3:25])=[CH2:24])=[CH:11][C:10]=1[C:26]([N:28]1[CH2:36][C:35]2[C:30](=[CH:31][CH:32]=[C:33]([C:37]3([OH:44])[CH2:42][CH2:41][N:40]([CH3:43])[CH2:39][CH2:38]3)[CH:34]=2)[CH2:29]1)=[O:27])C1C=CC=CC=1. The catalyst is CO.[Pd]. The product is [OH:8][C:9]1[CH:14]=[C:13]([OH:15])[C:12]([CH:23]([CH3:25])[CH3:24])=[CH:11][C:10]=1[C:26]([N:28]1[CH2:36][C:35]2[C:30](=[CH:31][CH:32]=[C:33]([C:37]3([OH:44])[CH2:42][CH2:41][N:40]([CH3:43])[CH2:39][CH2:38]3)[CH:34]=2)[CH2:29]1)=[O:27]. The yield is 1.00. (8) The reactants are [CH3:1][O:2][C:3]1[C:4]([O:12][CH2:13][CH2:14][CH3:15])=[C:5]([CH:9]=[CH:10][CH:11]=1)[CH2:6][NH:7][CH3:8].CNCC1C=CC2C(=CC=CC=2)C=1CCC.[ClH:32].[N:33]1([CH2:39][CH2:40][N:41]2[CH2:46][C:45]3[CH:47]=[C:48](/[CH:51]=[CH:52]/[C:53]([OH:55])=O)[CH:49]=[N:50][C:44]=3[NH:43][C:42]2=[O:56])[CH2:38][CH2:37][O:36][CH2:35][CH2:34]1.Cl.CN1CC2C=C(/C=C/C(O)=O)C=NC=2NC(=O)C1. No catalyst specified. The product is [ClH:32].[CH3:1][O:2][C:3]1[C:4]([O:12][CH2:13][CH2:14][CH3:15])=[C:5]([CH:9]=[CH:10][CH:11]=1)[CH2:6][N:7]([CH3:8])[C:53](=[O:55])/[CH:52]=[CH:51]/[C:48]1[CH:49]=[N:50][C:44]2[NH:43][C:42](=[O:56])[N:41]([CH2:40][CH2:39][N:33]3[CH2:34][CH2:35][O:36][CH2:37][CH2:38]3)[CH2:46][C:45]=2[CH:47]=1. The yield is 0.350.